Predict the product of the given reaction. From a dataset of Forward reaction prediction with 1.9M reactions from USPTO patents (1976-2016). (1) Given the reactants C[O:2][C:3]1[CH:8]=[CH:7][C:6]([C:9]2[S:10][CH:11]=[CH:12][CH:13]=2)=[CH:5][CH:4]=1.B(Br)(Br)Br.C([O-])(O)=O.[Na+], predict the reaction product. The product is: [S:10]1[CH:11]=[CH:12][CH:13]=[C:9]1[C:6]1[CH:7]=[CH:8][C:3]([OH:2])=[CH:4][CH:5]=1. (2) The product is: [CH:29]1([NH:32][C:8](=[O:9])[C:7]([CH3:11])([CH3:12])[CH2:6][O:5][C:4]2[C:13]([C:19]3[CH:27]=[CH:26][CH:25]=[C:24]4[C:20]=3[CH2:21][CH2:22][C:23]4=[O:28])=[CH:14][CH:15]=[C:16]([O:17][CH3:18])[C:3]=2[O:2][CH3:1])[CH2:31][CH2:30]1. Given the reactants [CH3:1][O:2][C:3]1[C:16]([O:17][CH3:18])=[CH:15][CH:14]=[C:13]([C:19]2[CH:27]=[CH:26][CH:25]=[C:24]3[C:20]=2[CH2:21][CH2:22][C:23]3=[O:28])[C:4]=1[O:5][CH2:6][C:7]([CH3:12])([CH3:11])[C:8](O)=[O:9].[CH:29]1([NH2:32])[CH2:31][CH2:30]1.COC1C(OC)=CC=C(C2C=CC=C3C=2CCC3=O)C=1OCC(C)(C)C(NC)=O, predict the reaction product.